Dataset: Reaction yield outcomes from USPTO patents with 853,638 reactions. Task: Predict the reaction yield, written as a fraction of the theoretical maximum amount of product (1.0 means a 100% yield; for example, 0.34 means a 34% yield). The reactants are Br[C:2]1[CH:9]=[CH:8][C:5]([C:6]#[N:7])=[C:4]([NH:10][CH:11]2[CH2:16][CH2:15][CH:14]([OH:17])[CH2:13][CH2:12]2)[CH:3]=1.[C:18]([C:21]1[S:25][C:24](B(O)O)=[CH:23][CH:22]=1)(=[O:20])[CH3:19].C(=O)([O-])[O-].[Na+].[Na+].C(COC)OC. The catalyst is C(OCC)(=O)C.Cl[Pd](Cl)([P](C1C=CC=CC=1)(C1C=CC=CC=1)C1C=CC=CC=1)[P](C1C=CC=CC=1)(C1C=CC=CC=1)C1C=CC=CC=1.O.C(O)C. The product is [C:18]([C:21]1[S:25][C:24]([C:2]2[CH:9]=[CH:8][C:5]([C:6]#[N:7])=[C:4]([NH:10][CH:11]3[CH2:16][CH2:15][CH:14]([OH:17])[CH2:13][CH2:12]3)[CH:3]=2)=[CH:23][CH:22]=1)(=[O:20])[CH3:19]. The yield is 0.600.